From a dataset of NCI-60 drug combinations with 297,098 pairs across 59 cell lines. Regression. Given two drug SMILES strings and cell line genomic features, predict the synergy score measuring deviation from expected non-interaction effect. Drug 1: CCC1=CC2CC(C3=C(CN(C2)C1)C4=CC=CC=C4N3)(C5=C(C=C6C(=C5)C78CCN9C7C(C=CC9)(C(C(C8N6C)(C(=O)OC)O)OC(=O)C)CC)OC)C(=O)OC.C(C(C(=O)O)O)(C(=O)O)O. Drug 2: CC1C(C(CC(O1)OC2CC(CC3=C2C(=C4C(=C3O)C(=O)C5=CC=CC=C5C4=O)O)(C(=O)C)O)N)O. Cell line: TK-10. Synergy scores: CSS=45.7, Synergy_ZIP=-0.974, Synergy_Bliss=-0.481, Synergy_Loewe=-8.85, Synergy_HSA=0.533.